From a dataset of Forward reaction prediction with 1.9M reactions from USPTO patents (1976-2016). Predict the product of the given reaction. The product is: [N:29]([CH2:12][CH:13]1[CH2:17][C:16]2[CH:18]=[CH:19][CH:20]=[C:21]([C:22]3[CH:27]=[CH:26][CH:25]=[C:24]([CH3:28])[CH:23]=3)[C:15]=2[O:14]1)=[N+:30]=[N-:31]. Given the reactants CC1C=CC(S(O[CH2:12][CH:13]2[CH2:17][C:16]3[CH:18]=[CH:19][CH:20]=[C:21]([C:22]4[CH:27]=[CH:26][CH:25]=[C:24]([CH3:28])[CH:23]=4)[C:15]=3[O:14]2)(=O)=O)=CC=1.[N-:29]=[N+:30]=[N-:31].[Na+].N(CC1CC2C=C(Cl)C=C(C3C=CSC=3)C=2O1)=[N+]=[N-], predict the reaction product.